Dataset: Forward reaction prediction with 1.9M reactions from USPTO patents (1976-2016). Task: Predict the product of the given reaction. (1) Given the reactants CS(Cl)(=O)=O.O[CH:7]1[CH2:12][CH2:11][N:10]([C:13]([O:15][C:16]([CH3:19])([CH3:18])[CH3:17])=[O:14])[CH2:9][CH2:8]1.C(=O)([O-])[O-].[Cs+].[Cs+].[SH:26][C:27]1[CH:32]=[CH:31][C:30]([OH:33])=[CH:29][CH:28]=1, predict the reaction product. The product is: [OH:33][C:30]1[CH:31]=[CH:32][C:27]([S:26][CH:7]2[CH2:12][CH2:11][N:10]([C:13]([O:15][C:16]([CH3:19])([CH3:18])[CH3:17])=[O:14])[CH2:9][CH2:8]2)=[CH:28][CH:29]=1. (2) Given the reactants [CH2:1]([O:8][C:9]1[CH:10]=[C:11]([C:22]([OH:24])=[O:23])[CH:12]=[C:13]([C:15]2[CH:20]=[CH:19][CH:18]=[C:17]([F:21])[CH:16]=2)[CH:14]=1)[C:2]1[CH:7]=[CH:6][CH:5]=[CH:4][CH:3]=1.[C:25](OC(O[C:25]([CH3:28])([CH3:27])[CH3:26])N(C)C)([CH3:28])([CH3:27])[CH3:26], predict the reaction product. The product is: [C:25]([O:23][C:22]([C:11]1[CH:12]=[C:13]([C:15]2[CH:20]=[CH:19][CH:18]=[C:17]([F:21])[CH:16]=2)[CH:14]=[C:9]([O:8][CH2:1][C:2]2[CH:3]=[CH:4][CH:5]=[CH:6][CH:7]=2)[CH:10]=1)=[O:24])([CH3:28])([CH3:27])[CH3:26]. (3) Given the reactants [CH2:1]([O:3][C:4](=[O:19])[NH:5][C:6]1[CH:11]=[CH:10][C:9]([S:12](Cl)(=[O:14])=[O:13])=[CH:8][C:7]=1[N+:16]([O-:18])=[O:17])[CH3:2].C(N(C(C)C)CC)(C)C.[CH2:29]([NH2:36])[C:30]1[CH:35]=[CH:34][CH:33]=[CH:32][CH:31]=1, predict the reaction product. The product is: [CH2:1]([O:3][C:4](=[O:19])[NH:5][C:6]1[CH:11]=[CH:10][C:9]([S:12](=[O:14])(=[O:13])[NH:36][CH2:29][C:30]2[CH:35]=[CH:34][CH:33]=[CH:32][CH:31]=2)=[CH:8][C:7]=1[N+:16]([O-:18])=[O:17])[CH3:2]. (4) Given the reactants [Na].[S:2]([C:6]1[CH:7]=[C:8]([C:16]([O:18][CH3:19])=[O:17])[CH:9]=[C:10]([CH:15]=1)[C:11]([O:13][CH3:14])=[O:12])([OH:5])(=[O:4])=[O:3].[Na].[Cl-].[Ba+2:22].[Cl-], predict the reaction product. The product is: [Ba:22].[S:2]([C:6]1[CH:15]=[C:10]([C:11]([O:13][CH3:14])=[O:12])[CH:9]=[C:8]([CH:7]=1)[C:16]([O:18][CH3:19])=[O:17])([OH:5])(=[O:4])=[O:3]. (5) Given the reactants [C:1]([C:4]1[CH:9]=[CH:8][C:7]([C:10]2[N:15]=[C:14]([NH2:16])[N:13]=[C:12]([N:17]3[C@H:22]([CH3:23])[CH2:21][CH2:20][C@H:19]([C:24]([NH:26][CH2:27][C:28]4[CH:33]=[CH:32][CH:31]=[CH:30][CH:29]=4)=[O:25])[CH2:18]3)[CH:11]=2)=[CH:6][C:5]=1F)(=O)[CH3:2].Cl.CON.C([O-])([O-])=O.[K+].[K+].CCN(C(C)C)C(C)C.[NH2:54][NH2:55], predict the reaction product. The product is: [NH2:16][C:14]1[N:13]=[C:12]([N:17]2[C@H:22]([CH3:23])[CH2:21][CH2:20][C@H:19]([C:24]([NH:26][CH2:27][C:28]3[CH:29]=[CH:30][CH:31]=[CH:32][CH:33]=3)=[O:25])[CH2:18]2)[CH:11]=[C:10]([C:7]2[CH:6]=[C:5]3[C:4]([C:1]([CH3:2])=[N:54][NH:55]3)=[CH:9][CH:8]=2)[N:15]=1. (6) Given the reactants [NH2:1][CH2:2][CH2:3][CH2:4][N:5]([CH2:10][C:11]1[CH:16]=[CH:15][CH:14]=[C:13]([C:17]2[CH:22]=[CH:21][N:20]=[C:19]([NH:23][CH2:24][CH2:25][C:26]3[CH:31]=[CH:30][C:29]([OH:32])=[CH:28][CH:27]=3)[N:18]=2)[CH:12]=1)[S:6]([CH3:9])(=[O:8])=[O:7].[CH3:33][C:34]1[CH:42]=[CH:41][C:37]([C:38](O)=[O:39])=[CH:36][CH:35]=1, predict the reaction product. The product is: [OH:32][C:29]1[CH:28]=[CH:27][C:26]([CH2:25][CH2:24][NH:23][C:19]2[N:18]=[C:17]([C:13]3[CH:12]=[C:11]([CH:16]=[CH:15][CH:14]=3)[CH2:10][N:5]([S:6]([CH3:9])(=[O:8])=[O:7])[CH2:4][CH2:3][CH2:2][NH:1][C:38](=[O:39])[C:37]3[CH:41]=[CH:42][C:34]([CH3:33])=[CH:35][CH:36]=3)[CH:22]=[CH:21][N:20]=2)=[CH:31][CH:30]=1.